This data is from Forward reaction prediction with 1.9M reactions from USPTO patents (1976-2016). The task is: Predict the product of the given reaction. Given the reactants Cl[C:2]1[N:7]=[CH:6][C:5]([C:8]([NH:10][C:11]2[CH:33]=[CH:32][C:14]3[CH2:15][CH2:16][C:17]4[C:18]([C:29]([NH2:31])=[O:30])=[N:19][N:20]([C:22]5[CH:27]=[CH:26][C:25]([F:28])=[CH:24][CH:23]=5)[C:21]=4[C:13]=3[CH:12]=2)=[O:9])=[C:4]([CH3:34])[CH:3]=1.[NH:35]1[CH2:40][CH2:39][O:38][CH2:37][CH2:36]1.O, predict the reaction product. The product is: [F:28][C:25]1[CH:26]=[CH:27][C:22]([N:20]2[C:21]3[C:13]4[CH:12]=[C:11]([NH:10][C:8]([C:5]5[CH:6]=[N:7][C:2]([N:35]6[CH2:40][CH2:39][O:38][CH2:37][CH2:36]6)=[CH:3][C:4]=5[CH3:34])=[O:9])[CH:33]=[CH:32][C:14]=4[CH2:15][CH2:16][C:17]=3[C:18]([C:29]([NH2:31])=[O:30])=[N:19]2)=[CH:23][CH:24]=1.